From a dataset of Reaction yield outcomes from USPTO patents with 853,638 reactions. Predict the reaction yield, written as a fraction of the theoretical maximum amount of product (1.0 means a 100% yield; for example, 0.34 means a 34% yield). (1) The reactants are [F:1][C:2]1[CH:10]=[C:9]([C:11]([F:17])([F:16])[C:12]([F:15])([F:14])[F:13])[CH:8]=[CH:7][C:3]=1[C:4](O)=[O:5].S(Cl)([Cl:20])=O. No catalyst specified. The product is [F:1][C:2]1[CH:10]=[C:9]([C:11]([F:17])([F:16])[C:12]([F:15])([F:14])[F:13])[CH:8]=[CH:7][C:3]=1[C:4]([Cl:20])=[O:5]. The yield is 0.930. (2) The reactants are [O:1]1[CH2:5][CH2:4][C@H:3]([OH:6])[CH2:2]1.[C:7](Cl)([Cl:9])=[O:8].C1(C)C=CC=CC=1. The catalyst is C(Cl)Cl. The product is [Cl:9][C:7]([O:6][C@H:3]1[CH2:4][CH2:5][O:1][CH2:2]1)=[O:8]. The yield is 0.850. (3) The reactants are [CH2:1]([N:3]1[CH2:8][C:7]([CH3:10])([CH3:9])[O:6][C:5](=[O:11])[CH:4]1[CH2:12][C:13]([OH:15])=O)[CH3:2].C(N(C(C)C)CC)(C)C.CN(C(ON1N=NC2C=CC=NC1=2)=[N+](C)C)C.F[P-](F)(F)(F)(F)F.[NH2:49][C:50]1[N:54]([CH3:55])[N:53]=[CH:52][CH:51]=1. The catalyst is CN(C=O)C. The product is [CH2:1]([N:3]1[CH2:8][C:7]([CH3:9])([CH3:10])[O:6][C:5](=[O:11])[CH:4]1[CH2:12][C:13]([NH:49][C:50]1[N:54]([CH3:55])[N:53]=[CH:52][CH:51]=1)=[O:15])[CH3:2]. The yield is 0.430. (4) The reactants are [OH:1][CH2:2][CH2:3][N:4]1[CH2:9][CH2:8][S:7][CH2:6][CH2:5]1.N(C(N1CCCCC1)=O)=NC(N1CCCCC1)=O.[Cl:28][C:29]1[CH:48]=[CH:47][C:32]([NH:33][C:34]2[C:43]3[C:38](=[CH:39][C:40](O)=[C:41]([O:44][CH3:45])[CH:42]=3)[N:37]=[CH:36][N:35]=2)=[C:31]([F:49])[CH:30]=1.C(P(CCCC)CCCC)CCC. The catalyst is C(Cl)Cl.CCOCC. The product is [Cl:28][C:29]1[CH:48]=[CH:47][C:32]([NH:33][C:34]2[C:43]3[C:38](=[CH:39][C:40]([O:1][CH2:2][CH2:3][N:4]4[CH2:9][CH2:8][S:7][CH2:6][CH2:5]4)=[C:41]([O:44][CH3:45])[CH:42]=3)[N:37]=[CH:36][N:35]=2)=[C:31]([F:49])[CH:30]=1. The yield is 0.220. (5) The reactants are CC(C)N=C=NC(C)C.[CH3:10][C:11]([OH:14])([CH3:13])[CH3:12].[N+:15]([C:18]1[CH:19]=[CH:20][C:21]([C:24](O)=[O:25])=[N:22][CH:23]=1)([O-:17])=[O:16].CCCCCC. The catalyst is CN(C=O)C.Cl[Cu]. The product is [N+:15]([C:18]1[CH:19]=[CH:20][C:21]([C:24]([O:14][C:11]([CH3:13])([CH3:12])[CH3:10])=[O:25])=[N:22][CH:23]=1)([O-:17])=[O:16]. The yield is 0.700. (6) The reactants are Br[C:2]1[C:10]2[N:9]=[C:8]([CH3:11])[N:7]([CH2:12][C:13]3[CH:18]=[CH:17][CH:16]=[C:15]([C:19]([F:22])([F:21])[F:20])[C:14]=3[CH3:23])[C:6]=2[CH:5]=[C:4]([N:24]2[CH2:29][CH2:28][O:27][CH2:26][CH2:25]2)[CH:3]=1.[O:30]1[CH:34]=[CH:33][C:32](B(O)O)=[CH:31]1.C(=O)([O-])[O-].[Na+].[Na+].C(O)(C(F)(F)F)=O. The catalyst is COCCOC.O.C1C=CC(P(C2C=CC=CC=2)[C-]2C=CC=C2)=CC=1.C1C=CC(P(C2C=CC=CC=2)[C-]2C=CC=C2)=CC=1.Cl[Pd]Cl.[Fe+2].C(Cl)Cl.C(#N)C. The product is [O:30]1[CH:34]=[CH:33][C:32]([C:2]2[C:10]3[N:9]=[C:8]([CH3:11])[N:7]([CH2:12][C:13]4[CH:18]=[CH:17][CH:16]=[C:15]([C:19]([F:22])([F:21])[F:20])[C:14]=4[CH3:23])[C:6]=3[CH:5]=[C:4]([N:24]3[CH2:25][CH2:26][O:27][CH2:28][CH2:29]3)[CH:3]=2)=[CH:31]1. The yield is 0.141. (7) The reactants are [O:1]1[C:5]2[CH:6]=[CH:7][CH:8]=[CH:9][C:4]=2[N:3]=[C:2]1[C:10]1[CH:15]=[CH:14][C:13]([OH:16])=[CH:12][CH:11]=1.[CH2:17](Br)[C:18]#[CH:19].C([O-])([O-])=O.[Na+].[Na+]. The catalyst is CN1CCCC1=O.C(OC(=O)C)C. The product is [CH2:19]([O:16][C:13]1[CH:14]=[CH:15][C:10]([C:2]2[O:1][C:5]3[CH:6]=[CH:7][CH:8]=[CH:9][C:4]=3[N:3]=2)=[CH:11][CH:12]=1)[C:18]#[CH:17]. The yield is 0.700. (8) The reactants are Cl.[CH3:2][C:3]1[CH:4]=[C:5]2[C:10](=[CH:11][CH:12]=1)[O:9][CH2:8][CH:7]=[C:6]2[CH2:13][NH2:14]. The catalyst is CO.CC(O)=O.[Pd]. The product is [CH3:2][C:3]1[CH:4]=[C:5]2[C:10](=[CH:11][CH:12]=1)[O:9][CH2:8][CH2:7][CH:6]2[CH2:13][NH2:14]. The yield is 0.680. (9) The reactants are [C:1](O)(=O)[CH2:2][C:3]([OH:5])=[O:4].N1[CH2:13][CH2:12][CH2:11][CH2:10][CH2:9]1.C1(C=O)CCCC1.Cl. The catalyst is N1C=CC=CC=1. The product is [CH:9]1(/[CH:1]=[CH:2]/[C:3]([OH:5])=[O:4])[CH2:13][CH2:12][CH2:11][CH2:10]1. The yield is 0.770. (10) The product is [CH3:11][O:10][C:5]1[CH:4]=[CH:3][C:2]([C:6]2[CH:9]=[CH:2][CH:3]=[CH:4][C:20]=2[CH3:23])=[CH:9][C:6]=1[CH:7]=[O:8]. The reactants are Br[C:2]1[CH:9]=[C:6]([CH:7]=[O:8])[C:5]([O:10][CH3:11])=[CH:4][CH:3]=1.P([O-])([O-])([O-])=O.[K+].[K+].[K+].[CH2:20]([CH2:23]OC)OC. The yield is 0.820. The catalyst is C1C=CC(P(C2C=CC=CC=2)C2C=CC=CC=2)=CC=1.C1C=CC(P(C2C=CC=CC=2)C2C=CC=CC=2)=CC=1.Cl[Pd]Cl.O.